Dataset: NCI-60 drug combinations with 297,098 pairs across 59 cell lines. Task: Regression. Given two drug SMILES strings and cell line genomic features, predict the synergy score measuring deviation from expected non-interaction effect. (1) Drug 1: C1CC(=O)NC(=O)C1N2CC3=C(C2=O)C=CC=C3N. Drug 2: C1C(C(OC1N2C=NC(=NC2=O)N)CO)O. Cell line: TK-10. Synergy scores: CSS=1.02, Synergy_ZIP=-1.46, Synergy_Bliss=0.585, Synergy_Loewe=-3.71, Synergy_HSA=0.613. (2) Drug 1: C1C(C(OC1N2C=C(C(=O)NC2=O)F)CO)O. Synergy scores: CSS=16.8, Synergy_ZIP=-0.568, Synergy_Bliss=-3.61, Synergy_Loewe=-20.8, Synergy_HSA=-3.06. Drug 2: CC1=C(C=C(C=C1)NC(=O)C2=CC=C(C=C2)CN3CCN(CC3)C)NC4=NC=CC(=N4)C5=CN=CC=C5. Cell line: A498.